From a dataset of Reaction yield outcomes from USPTO patents with 853,638 reactions. Predict the reaction yield, written as a fraction of the theoretical maximum amount of product (1.0 means a 100% yield; for example, 0.34 means a 34% yield). (1) The reactants are [CH:1]([P:3](=[O:14])([CH:12]=[CH2:13])[CH2:4][C:5]1[CH:10]=[CH:9][C:8]([F:11])=[CH:7][CH:6]=1)=[CH2:2].[CH2:15]([NH2:22])[C:16]1[CH:21]=[CH:20][CH:19]=[CH:18][CH:17]=1. The catalyst is C1COCC1.O. The product is [CH2:15]([N:22]1[CH2:13][CH2:12][P:3](=[O:14])([CH2:4][C:5]2[CH:10]=[CH:9][C:8]([F:11])=[CH:7][CH:6]=2)[CH2:1][CH2:2]1)[C:16]1[CH:21]=[CH:20][CH:19]=[CH:18][CH:17]=1. The yield is 0.770. (2) The reactants are [CH3:1][O:2][C:3]1[C:8]([N+:9]([O-:11])=[O:10])=[CH:7][CH:6]=[CH:5][N:4]=1.Cl[CH2:13][P:14](=[O:21])([O:18][CH2:19][CH3:20])[O:15][CH2:16][CH3:17].CC(C)([O-])C.[K+]. The catalyst is CS(C)=O. The product is [CH2:16]([O:15][P:14]([CH2:13][C:5]1[CH:6]=[CH:7][C:8]([N+:9]([O-:11])=[O:10])=[C:3]([O:2][CH3:1])[N:4]=1)(=[O:21])[O:18][CH2:19][CH3:20])[CH3:17]. The yield is 0.0550. (3) The reactants are [S:1]1[CH:5]=[CH:4][C:3]2[C:6]([N:10]3[CH2:15][CH2:14][N:13](C(=O)C)[CH2:12][CH2:11]3)=[CH:7][CH:8]=[CH:9][C:2]1=2.[ClH:19].O1CCOCC1. The catalyst is O1CCOCC1. The product is [ClH:19].[S:1]1[CH:5]=[CH:4][C:3]2[C:6]([N:10]3[CH2:15][CH2:14][NH:13][CH2:12][CH2:11]3)=[CH:7][CH:8]=[CH:9][C:2]1=2. The yield is 0.900.